This data is from Catalyst prediction with 721,799 reactions and 888 catalyst types from USPTO. The task is: Predict which catalyst facilitates the given reaction. Reactant: [CH3:1][C:2]1[CH:15]=[C:14]([N+:16]([O-:18])=[O:17])[CH:13]=[CH:12][C:3]=1[O:4][C:5]1[CH:10]=[CH:9][N:8]=[C:7]([NH2:11])[CH:6]=1.[CH2:19]([N:21]([CH2:24][CH3:25])[CH2:22]C)[CH3:20].ClC(OC1C=CC=CC=1)=[O:28].N1CCCC1. Product: [CH3:1][C:2]1[CH:15]=[C:14]([N+:16]([O-:18])=[O:17])[CH:13]=[CH:12][C:3]=1[O:4][C:5]1[CH:10]=[CH:9][N:8]=[C:7]([NH:11][C:22]([N:21]2[CH2:24][CH2:25][CH2:20][CH2:19]2)=[O:28])[CH:6]=1. The catalyst class is: 213.